From a dataset of Catalyst prediction with 721,799 reactions and 888 catalyst types from USPTO. Predict which catalyst facilitates the given reaction. (1) Reactant: [NH2:1][C:2]1[N:7]=[CH:6][C:5]([C:8]2[CH:17]=[CH:16][C:15]3[N:14]=[CH:13][C:12]4[N:18]([CH3:32])[N:19]=[C:20]([C:21]5[CH:26]=[CH:25][C:24]([C:27]([CH3:31])([CH3:30])[C:28]#[N:29])=[CH:23][CH:22]=5)[C:11]=4[C:10]=3[CH:9]=2)=[CH:4][CH:3]=1.[CH3:33][S:34](Cl)(=[O:36])=[O:35]. Product: [C:28]([C:27]([C:24]1[CH:25]=[CH:26][C:21]([C:20]2[C:11]3[C:10]4[CH:9]=[C:8]([C:5]5[CH:4]=[CH:3][C:2]([NH:1][S:34]([CH3:33])(=[O:36])=[O:35])=[N:7][CH:6]=5)[CH:17]=[CH:16][C:15]=4[N:14]=[CH:13][C:12]=3[N:18]([CH3:32])[N:19]=2)=[CH:22][CH:23]=1)([CH3:30])[CH3:31])#[N:29]. The catalyst class is: 2. (2) Reactant: [Cl:1][C:2]1[O:6][C:5]([CH2:7][OH:8])=[CH:4][C:3]=1[CH2:9][C:10]1[CH:15]=[CH:14][CH:13]=[C:12]([Cl:16])[CH:11]=1. Product: [Cl:1][C:2]1[O:6][C:5]([CH:7]=[O:8])=[CH:4][C:3]=1[CH2:9][C:10]1[CH:15]=[CH:14][CH:13]=[C:12]([Cl:16])[CH:11]=1. The catalyst class is: 177. (3) Reactant: [N:1]1([S:7]([C:10]2[CH:15]=[CH:14][C:13]([CH2:16][C:17]([OH:19])=O)=[CH:12][CH:11]=2)(=[O:9])=[O:8])[CH2:6][CH2:5][CH2:4][CH2:3][CH2:2]1.CCN=C=NCCCN(C)C.Cl.[NH2:32][C:33]1[CH:38]=[C:37]([Cl:39])[CH:36]=[CH:35][C:34]=1[C:40]1[NH:44][C:43](=[O:45])[O:42][N:41]=1. Product: [Cl:39][C:37]1[CH:36]=[CH:35][C:34]([C:40]2[NH:44][C:43](=[O:45])[O:42][N:41]=2)=[C:33]([NH:32][C:17](=[O:19])[CH2:16][C:13]2[CH:12]=[CH:11][C:10]([S:7]([N:1]3[CH2:2][CH2:3][CH2:4][CH2:5][CH2:6]3)(=[O:8])=[O:9])=[CH:15][CH:14]=2)[CH:38]=1. The catalyst class is: 154. (4) Reactant: C([O:5][C:6](=[O:28])[CH2:7][O:8][C:9]1[CH:14]=[CH:13][C:12]([CH2:15][CH2:16][S:17][C:18]2[CH:27]=[CH:26][CH:25]=[CH:24][C:19]=2[C:20]([O:22][CH3:23])=[O:21])=[CH:11][CH:10]=1)(C)(C)C.FC(F)(F)C(O)=O. Product: [CH3:23][O:22][C:20]([C:19]1[CH:24]=[CH:25][CH:26]=[CH:27][C:18]=1[S:17][CH2:16][CH2:15][C:12]1[CH:11]=[CH:10][C:9]([O:8][CH2:7][C:6]([OH:28])=[O:5])=[CH:14][CH:13]=1)=[O:21]. The catalyst class is: 2. (5) The catalyst class is: 54. Reactant: C(NC1CCCCC1)(C)C.C([Li])CCC.[CH3:16][O:17][C:18](=[O:28])[CH2:19][C:20]1[C:25]([Cl:26])=[CH:24][CH:23]=[CH:22][C:21]=1[Cl:27].[Cl:29][C:30]1[N:35]=[C:34]([Cl:36])[C:33]([CH2:37]I)=[CH:32][N:31]=1. Product: [CH3:16][O:17][C:18](=[O:28])[CH:19]([C:20]1[C:25]([Cl:26])=[CH:24][CH:23]=[CH:22][C:21]=1[Cl:27])[CH2:37][C:33]1[C:34]([Cl:36])=[N:35][C:30]([Cl:29])=[N:31][CH:32]=1. (6) Reactant: [CH:1]1[C:10]2[C:5](=[CH:6][CH:7]=[CH:8][CH:9]=2)[CH:4]=[CH:3][C:2]=1[S:11][CH2:12][CH2:13][CH2:14][CH2:15][CH2:16][CH2:17][C:18](=[O:23])[C:19](OC)=[O:20].[CH3:24][NH2:25]. Product: [CH3:24][NH:25][C:19](=[O:20])[C:18](=[O:23])[CH2:17][CH2:16][CH2:15][CH2:14][CH2:13][CH2:12][S:11][C:2]1[CH:3]=[CH:4][C:5]2[C:10](=[CH:9][CH:8]=[CH:7][CH:6]=2)[CH:1]=1. The catalyst class is: 531. (7) Reactant: [CH2:1]([O:3][C:4](=[O:39])[CH2:5][CH2:6][CH2:7][O:8][C:9]1[CH:14]=[CH:13][CH:12]=[C:11]([CH2:15][CH2:16][CH2:17][CH2:18][CH2:19][CH2:20][O:21][C:22]2[CH:27]=[C:26]([O:28][CH2:29][CH3:30])[CH:25]=[C:24](Br)[CH:23]=2)[C:10]=1[CH2:32][CH2:33][C:34]([O:36][CH2:37][CH3:38])=[O:35])[CH3:2].[CH3:40][S:41]([C:44]1[CH:49]=[CH:48][C:47](B(O)O)=[CH:46][CH:45]=1)(=[O:43])=[O:42].C(=O)([O-])[O-].[Cs+].[Cs+]. Product: [CH2:1]([O:3][C:4](=[O:39])[CH2:5][CH2:6][CH2:7][O:8][C:9]1[CH:14]=[CH:13][CH:12]=[C:11]([CH2:15][CH2:16][CH2:17][CH2:18][CH2:19][CH2:20][O:21][C:22]2[CH:23]=[C:24]([C:47]3[CH:48]=[CH:49][C:44]([S:41]([CH3:40])(=[O:43])=[O:42])=[CH:45][CH:46]=3)[CH:25]=[C:26]([O:28][CH2:29][CH3:30])[CH:27]=2)[C:10]=1[CH2:32][CH2:33][C:34]([O:36][CH2:37][CH3:38])=[O:35])[CH3:2]. The catalyst class is: 140. (8) Product: [F:40][C:41]1([F:53])[O:45][C:44]2[CH:46]=[CH:47][CH:48]=[C:49]([C@@H:32]([N:28]3[CH2:29][CH2:30][N:25]([C:23]([C:22]4[CH:21]=[N:20][N:12]5[C:13]([C:16]([F:17])([F:19])[F:18])=[C:14]([CH3:15])[C:9]([C:6]6[CH:5]=[CH:4][C:3]([O:2][CH3:1])=[CH:8][CH:7]=6)=[N:10][C:11]=45)=[O:24])[C@H:26]([CH3:31])[CH2:27]3)[CH2:33][OH:34])[C:43]=2[O:42]1. The catalyst class is: 6. Reactant: [CH3:1][O:2][C:3]1[CH:8]=[CH:7][C:6]([C:9]2[C:14]([CH3:15])=[C:13]([C:16]([F:19])([F:18])[F:17])[N:12]3[N:20]=[CH:21][C:22]([C:23]([N:25]4[CH2:30][CH2:29][NH:28][CH2:27][C@H:26]4[CH3:31])=[O:24])=[C:11]3[N:10]=2)=[CH:5][CH:4]=1.[CH2:32]1OC(O)C[O:34][CH:33]1O.[F:40][C:41]1([F:53])[O:45][C:44]2[CH:46]=[CH:47][CH:48]=[C:49](B(O)O)[C:43]=2[O:42]1.CC#N. (9) Reactant: C(OC([N:8]1[CH2:12][CH2:11][CH2:10][C@@H:9]1[CH2:13][O:14][C:15]1[CH:20]=[CH:19][C:18]([O:21][CH2:22][C:23]2[CH:28]=[CH:27][CH:26]=[CH:25][CH:24]=2)=[CH:17][CH:16]=1)=O)(C)(C)C.[ClH:29]. Product: [ClH:29].[CH2:22]([O:21][C:18]1[CH:19]=[CH:20][C:15]([O:14][CH2:13][C@H:9]2[CH2:10][CH2:11][CH2:12][NH:8]2)=[CH:16][CH:17]=1)[C:23]1[CH:24]=[CH:25][CH:26]=[CH:27][CH:28]=1. The catalyst class is: 12. (10) Reactant: [OH:1][C@H:2]1[CH2:26][CH2:25][C@@:24]2([CH3:27])[C:4](=[CH:5][CH2:6][C@@H:7]3[C@@H:23]2[CH2:22][CH2:21][C@@:20]2([CH3:28])[C@H:8]3[CH2:9][CH:10]=[C:11]2[C@H:12]([CH3:19])[CH2:13][CH2:14][CH2:15][CH:16]([CH3:18])[CH3:17])[C:3]1([CH3:30])[CH3:29].[C:31](Cl)(=[O:38])[C:32]1[CH:37]=[CH:36][CH:35]=[CH:34][CH:33]=1. Product: [C:31]([O:1][C@H:2]1[CH2:26][CH2:25][C@@:24]2([CH3:27])[C:4](=[CH:5][CH2:6][C@@H:7]3[C@@H:23]2[CH2:22][CH2:21][C@@:20]2([CH3:28])[C@H:8]3[CH2:9][CH:10]=[C:11]2[C@H:12]([CH3:19])[CH2:13][CH2:14][CH2:15][CH:16]([CH3:18])[CH3:17])[C:3]1([CH3:30])[CH3:29])(=[O:38])[C:32]1[CH:37]=[CH:36][CH:35]=[CH:34][CH:33]=1. The catalyst class is: 17.